Dataset: Reaction yield outcomes from USPTO patents with 853,638 reactions. Task: Predict the reaction yield, written as a fraction of the theoretical maximum amount of product (1.0 means a 100% yield; for example, 0.34 means a 34% yield). (1) The reactants are Cl.Cl.[NH2:3][C:4]1[CH:5]=[C:6]([C:10]2([F:25])[CH2:15][CH2:14][N:13]([CH2:16][CH2:17][O:18][C:19]3[CH:24]=[CH:23][CH:22]=[CH:21][CH:20]=3)[CH2:12][CH2:11]2)[CH:7]=[CH:8][CH:9]=1.[C:26]([N:30]=[C:31]=[O:32])([CH3:29])([CH3:28])[CH3:27].C(N(C(C)C)CC)(C)C. No catalyst specified. The product is [C:26]([NH:30][C:31]([NH:3][C:4]1[CH:9]=[CH:8][CH:7]=[C:6]([C:10]2([F:25])[CH2:11][CH2:12][N:13]([CH2:16][CH2:17][O:18][C:19]3[CH:20]=[CH:21][CH:22]=[CH:23][CH:24]=3)[CH2:14][CH2:15]2)[CH:5]=1)=[O:32])([CH3:29])([CH3:28])[CH3:27]. The yield is 0.240. (2) The reactants are [F:1][C:2]([F:12])([F:11])[C:3]([C:7]([F:10])([F:9])[F:8])([CH3:6])[CH2:4][OH:5].C(N(CC)CC)C.[CH3:20][S:21](Cl)(=[O:23])=[O:22]. The catalyst is C(Cl)Cl.O. The product is [F:1][C:2]([F:11])([F:12])[C:3]([CH3:6])([C:7]([F:9])([F:8])[F:10])[CH2:4][O:5][S:21]([CH3:20])(=[O:23])=[O:22]. The yield is 1.00. (3) The reactants are [CH:1]([C:4]1[N:5]=[C:6]([C:12]2[CH:17]=[CH:16][C:15]([O:18][C:19]([F:22])([F:21])[F:20])=[CH:14][CH:13]=2)[O:7][C:8]=1[CH:9]([OH:11])[CH3:10])([CH3:3])[CH3:2].[CH3:23][O:24][C:25](=[O:36])[CH2:26][CH2:27][C:28]1[CH:33]=[CH:32][C:31](O)=[CH:30][C:29]=1[CH3:35].C(P(CCCC)CCCC)CCC.N(C(N1CCCCC1)=O)=NC(N1CCCCC1)=O. The catalyst is C1(C)C=CC=CC=1. The product is [CH3:23][O:24][C:25](=[O:36])[CH2:26][CH2:27][C:28]1[CH:33]=[CH:32][C:31]([O:11][CH:9]([C:8]2[O:7][C:6]([C:12]3[CH:17]=[CH:16][C:15]([O:18][C:19]([F:21])([F:22])[F:20])=[CH:14][CH:13]=3)=[N:5][C:4]=2[CH:1]([CH3:2])[CH3:3])[CH3:10])=[CH:30][C:29]=1[CH3:35]. The yield is 0.110. (4) The reactants are [C:1]([CH2:3][C:4]([NH2:6])=[S:5])#[N:2].[CH3:7][CH:8]([CH3:16])[CH2:9][C:10](=O)[CH2:11][C:12](=O)[CH3:13].C(N(CC)CC)C. The catalyst is CCO. The product is [CH2:9]([C:10]1[CH:11]=[C:12]([CH3:13])[C:3]([C:1]#[N:2])=[C:4]([SH:5])[N:6]=1)[CH:8]([CH3:16])[CH3:7]. The yield is 0.610. (5) The reactants are C[O-].[Na+].[C:4](O)(=O)[C:5](O)=O.C(NN)C.C(OC(OCC)C(=N)OC)C.[CH2:25]([O:27][CH:28]([O:35][CH2:36][CH3:37])/[C:29](=[N:33]/[NH2:34])/[NH:30][CH2:31][CH3:32])[CH3:26].Cl.C(=N)(O)C. The catalyst is C(O)(=O)C.CO. The product is [CH2:36]([O:35][CH:28]([O:27][CH2:25][CH3:26])[C:29]1[N:30]=[C:31]([CH3:32])[N:34]([CH2:4][CH3:5])[N:33]=1)[CH3:37]. The yield is 0.230.